Dataset: Catalyst prediction with 721,799 reactions and 888 catalyst types from USPTO. Task: Predict which catalyst facilitates the given reaction. (1) Reactant: [Cl:1][C:2]1[C:3]([OH:12])=[N:4][CH:5]=[C:6]([C:8]([F:11])([F:10])[F:9])[CH:7]=1.[O-]CC.[Na+].[F:17][C:18]1[CH:19]=[CH:20][C:21]([O:35][CH3:36])=[C:22]([C:24]([CH3:34])([CH3:33])[CH2:25][C:26]2([C:29]([F:32])([F:31])[F:30])[CH2:28][O:27]2)[CH:23]=1. Product: [Cl:1][C:2]1[C:3](=[O:12])[N:4]([CH2:28][C:26]([OH:27])([C:29]([F:30])([F:32])[F:31])[CH2:25][C:24]([C:22]2[CH:23]=[C:18]([F:17])[CH:19]=[CH:20][C:21]=2[O:35][CH3:36])([CH3:33])[CH3:34])[CH:5]=[C:6]([C:8]([F:11])([F:9])[F:10])[CH:7]=1. The catalyst class is: 14. (2) Reactant: Br[CH2:2][C:3]([C:5]1[C:10]([F:11])=[CH:9][N:8]=[C:7]([Cl:12])[N:6]=1)=O.[C:13]([O-:16])(=O)[CH3:14].[NH4+:17]. Product: [Cl:12][C:7]1[N:6]=[C:5]([C:3]2[NH:6][C:5]3[CH2:3][CH2:2][NH:17][C:13](=[O:16])[C:14]=3[CH:2]=2)[C:10]([F:11])=[CH:9][N:8]=1. The catalyst class is: 8. (3) Reactant: [C:1]1([N:7]2[C:12](=[O:13])[C:11]3[S:14][CH:15]=[C:16]([C:17]4[CH:22]=[CH:21][CH:20]=[CH:19][CH:18]=4)[C:10]=3[N:9]=[CH:8]2)[CH:6]=[CH:5][CH:4]=[CH:3][CH:2]=1.NC1C(C2C=CC=CC=2)=CSC=1C(OC)=O.C(OCC)(OCC)OCC.[Br:49]C1C=CC(N)=CC=1. Product: [Br:49][C:4]1[CH:5]=[CH:6][C:1]([N:7]2[C:12](=[O:13])[C:11]3[S:14][CH:15]=[C:16]([C:17]4[CH:18]=[CH:19][CH:20]=[CH:21][CH:22]=4)[C:10]=3[N:9]=[CH:8]2)=[CH:2][CH:3]=1. The catalyst class is: 15. (4) Reactant: [C:1]([O:5][C:6]([N:8]([CH2:38][C:39]1[C:44]([Cl:45])=[CH:43][CH:42]=[CH:41][C:40]=1[Cl:46])[C:9]1[C:10]([N:23]([C:31]([O:33][C:34]([CH3:37])([CH3:36])[CH3:35])=[O:32])[C:24]([O:26][C:27]([CH3:30])([CH3:29])[CH3:28])=[O:25])=[N:11][CH:12]=[C:13]([C:15]2[CH:16]=[N:17][N:18]([CH2:20][CH2:21][OH:22])[CH:19]=2)[N:14]=1)=[O:7])([CH3:4])([CH3:3])[CH3:2].CC(OI1(OC(C)=O)(OC(C)=O)OC(=O)C2C=CC=CC1=2)=O.C([O-])(O)=O.[Na+].S([O-])([O-])(=O)=S.[Na+].[Na+]. Product: [C:1]([O:5][C:6]([N:8]([CH2:38][C:39]1[C:40]([Cl:46])=[CH:41][CH:42]=[CH:43][C:44]=1[Cl:45])[C:9]1[C:10]([N:23]([C:31]([O:33][C:34]([CH3:35])([CH3:36])[CH3:37])=[O:32])[C:24]([O:26][C:27]([CH3:28])([CH3:29])[CH3:30])=[O:25])=[N:11][CH:12]=[C:13]([C:15]2[CH:16]=[N:17][N:18]([CH2:20][CH:21]=[O:22])[CH:19]=2)[N:14]=1)=[O:7])([CH3:2])([CH3:3])[CH3:4]. The catalyst class is: 2. (5) Reactant: [CH2:1]([O:3][C:4]([CH2:6][N:7]1[C:12]([CH3:13])=[CH:11][N:10]=[C:9](O)[C:8]1=[O:15])=[O:5])[CH3:2].P(Br)(Br)([Br:18])=O.[OH-].[NH4+]. Product: [Br:18][C:9]1[C:8](=[O:15])[N:7]([CH2:6][C:4]([O:3][CH2:1][CH3:2])=[O:5])[C:12]([CH3:13])=[CH:11][N:10]=1. The catalyst class is: 452. (6) Reactant: Cl.C(OC([N:9]1[CH2:13][CH2:12][C:11]([CH2:27][C:28]2[CH:33]=[CH:32][CH:31]=[CH:30][CH:29]=2)([C:14]([C:16]2[CH:17]=[C:18]3[C:22](=[CH:23][CH:24]=2)[NH:21][CH:20]=[C:19]3[C:25]#[N:26])=[O:15])[CH2:10]1)=O)(C)(C)C. Product: [CH2:27]([C:11]1([C:14]([C:16]2[CH:17]=[C:18]3[C:22](=[CH:23][CH:24]=2)[NH:21][CH:20]=[C:19]3[C:25]#[N:26])=[O:15])[CH2:12][CH2:13][NH:9][CH2:10]1)[C:28]1[CH:33]=[CH:32][CH:31]=[CH:30][CH:29]=1. The catalyst class is: 5.